Dataset: Catalyst prediction with 721,799 reactions and 888 catalyst types from USPTO. Task: Predict which catalyst facilitates the given reaction. (1) Reactant: [NH2:1][C:2]1[CH2:28][O:27][CH2:26][C@:4]2([C:17]3[CH:16]=[C:15]([C:18]4[CH2:19][CH2:20][O:21][CH2:22][CH:23]=4)[CH:14]=[C:13]([F:24])[C:12]=3[O:11][C:10]3[C:5]2=[CH:6][C:7]([OH:25])=[CH:8][CH:9]=3)[N:3]=1.[CH3:29][C:30]([O:33][C:34](O[C:34]([O:33][C:30]([CH3:32])([CH3:31])[CH3:29])=[O:35])=[O:35])([CH3:32])[CH3:31]. Product: [O:21]1[CH2:20][CH:19]=[C:18]([C:15]2[CH:14]=[C:13]([F:24])[C:12]3[O:11][C:10]4[C:5](=[CH:6][C:7]([OH:25])=[CH:8][CH:9]=4)[C@:4]4([N:3]=[C:2]([NH:1][C:34](=[O:35])[O:33][C:30]([CH3:32])([CH3:31])[CH3:29])[CH2:28][O:27][CH2:26]4)[C:17]=3[CH:16]=2)[CH2:23][CH2:22]1. The catalyst class is: 1. (2) Reactant: [F:1][C:2]([F:21])([F:20])[C:3]1[CH:4]=[C:5]([S:9]([CH:12]2[CH2:15][CH:14]([C:16](OC)=[O:17])[CH2:13]2)(=[O:11])=[O:10])[CH:6]=[CH:7][CH:8]=1.[H-].[H-].[H-].[H-].[Li+].[Al+3]. Product: [F:20][C:2]([F:1])([F:21])[C:3]1[CH:4]=[C:5]([S:9]([CH:12]2[CH2:13][CH:14]([CH2:16][OH:17])[CH2:15]2)(=[O:11])=[O:10])[CH:6]=[CH:7][CH:8]=1. The catalyst class is: 1. (3) Reactant: [F:1][C:2]1[CH:7]=[CH:6][C:5]([C:8]2[CH:12]=[C:11]([CH2:13][N:14]3[C:22]4[C:21]([CH3:23])=[C:20]([CH3:24])[N:19]=[C:18]([N:25](CC5C=CC(OC)=CC=5)CC5C=CC(OC)=CC=5)[C:17]=4[N:16]=[C:15]3[CH2:44][CH2:45][CH3:46])[O:10][N:9]=2)=[CH:4][CH:3]=1. Product: [F:1][C:2]1[CH:3]=[CH:4][C:5]([C:8]2[CH:12]=[C:11]([CH2:13][N:14]3[C:22]4[C:21]([CH3:23])=[C:20]([CH3:24])[N:19]=[C:18]([NH2:25])[C:17]=4[N:16]=[C:15]3[CH2:44][CH2:45][CH3:46])[O:10][N:9]=2)=[CH:6][CH:7]=1. The catalyst class is: 55. (4) Reactant: [CH2:1]([O:3][CH2:4][CH2:5]O)[CH3:2].CC(OI1(OC(C)=O)(OC(C)=O)OC(=O)C2C=CC=CC1=2)=O.[NH2:29][C:30]1[N:38]=[CH:37][C:36]([Cl:39])=[CH:35][C:31]=1[C:32]([OH:34])=[O:33].C(O)(=O)C.C(O[BH-](OC(=O)C)OC(=O)C)(=O)C.[Na+]. Product: [Cl:39][C:36]1[CH:37]=[N:38][C:30]([NH:29][CH2:5][CH2:4][O:3][CH2:1][CH3:2])=[C:31]([CH:35]=1)[C:32]([OH:34])=[O:33]. The catalyst class is: 26. (5) Reactant: [Cl:1][C:2]1[CH:7]=[CH:6][C:5]([C:8]2[CH:13]=[CH:12][C:11]([CH:14]([O:18][CH3:19])C(=O)C)=[CH:10][CH:9]=2)=[CH:4][CH:3]=1.[C:20](=[O:23])([O-])[O-].[NH4+:24].[NH4+:25].[C-:26]#N.[K+].[CH2:29]([OH:31])[CH3:30]. Product: [Cl:1][C:2]1[CH:3]=[CH:4][C:5]([C:8]2[CH:9]=[CH:10][C:11]([CH2:14][O:18][CH2:19][C:30]3([CH3:26])[NH:25][C:20](=[O:23])[NH:24][C:29]3=[O:31])=[CH:12][CH:13]=2)=[CH:6][CH:7]=1. The catalyst class is: 6.